The task is: Predict the reactants needed to synthesize the given product.. This data is from Full USPTO retrosynthesis dataset with 1.9M reactions from patents (1976-2016). Given the product [CH:16]([NH:15][C:14]([C@H:11]1[CH2:10][CH2:9][C@H:8]([NH2:7])[CH2:13][CH2:12]1)=[O:19])([CH3:18])[CH3:17], predict the reactants needed to synthesize it. The reactants are: C(OC(=O)[NH:7][C@H:8]1[CH2:13][CH2:12][C@H:11]([C:14](=[O:19])[NH:15][CH:16]([CH3:18])[CH3:17])[CH2:10][CH2:9]1)(C)(C)C.C(O)(C(F)(F)F)=O.